From a dataset of Reaction yield outcomes from USPTO patents with 853,638 reactions. Predict the reaction yield, written as a fraction of the theoretical maximum amount of product (1.0 means a 100% yield; for example, 0.34 means a 34% yield). (1) The reactants are Cl.[NH2:2][N:3]1[CH2:7][CH:6]([C:8]2[CH:13]=[CH:12][C:11]([CH3:14])=[C:10]([CH3:15])[CH:9]=2)[N:5]([CH2:16][CH2:17][C:18]2[CH:23]=[CH:22][C:21]([O:24][CH3:25])=[CH:20][CH:19]=2)[C:4]1=[O:26].[C:27]([C:29]1[CH:36]=[CH:35][C:32]([CH:33]=O)=[CH:31][CH:30]=1)#[N:28].[BH3-]C#N.[Na+].C([O-])(O)=O.[Na+]. The catalyst is O.C(OCC)(=O)C.C(O)(=O)C.C1COCC1. The product is [C:27]([C:29]1[CH:36]=[CH:35][C:32]([CH2:33][NH:2][N:3]2[CH2:7][CH:6]([C:8]3[CH:13]=[CH:12][C:11]([CH3:14])=[C:10]([CH3:15])[CH:9]=3)[N:5]([CH2:16][CH2:17][C:18]3[CH:19]=[CH:20][C:21]([O:24][CH3:25])=[CH:22][CH:23]=3)[C:4]2=[O:26])=[CH:31][CH:30]=1)#[N:28]. The yield is 0.400. (2) The reactants are [OH:1][C:2]1[CH:10]=[CH:9][C:8]([N:11]2[CH:15]=[CH:14][CH:13]=[CH:12]2)=[CH:7][C:3]=1[C:4]([OH:6])=O.[F:16][C:17]([F:30])([F:29])[C:18]1[CH:19]=[C:20]([CH:22]=[C:23]([C:25]([F:28])([F:27])[F:26])[CH:24]=1)[NH2:21]. No catalyst specified. The product is [F:16][C:17]([F:29])([F:30])[C:18]1[CH:19]=[C:20]([NH:21][C:4](=[O:6])[C:3]2[CH:7]=[C:8]([N:11]3[CH:15]=[CH:14][CH:13]=[CH:12]3)[CH:9]=[CH:10][C:2]=2[OH:1])[CH:22]=[C:23]([C:25]([F:26])([F:28])[F:27])[CH:24]=1. The yield is 0.578. (3) The reactants are [CH2:1]([O:3][C:4](=[O:22])[C:5]1[CH:10]=[C:9]([N+:11]([O-])=O)[CH:8]=[C:7]([N+]([O-])=O)[C:6]=1[CH:17]=[CH:18][N:19](C)C)[CH3:2].Cl[Sn]Cl. The catalyst is C(O)C. The product is [CH2:1]([O:3][C:4]([C:5]1[C:6]2[CH:17]=[CH:18][NH:19][C:7]=2[CH:8]=[C:9]([NH2:11])[CH:10]=1)=[O:22])[CH3:2]. The yield is 0.400. (4) The reactants are [Br:1][C:2]1[C:3]([O:24][CH3:25])=[C:4]([C:20]([O:22][CH3:23])=[O:21])[C:5]2[N:6]=[CH:7][C:8](OS(C(F)(F)F)(=O)=O)=[N:9][C:10]=2[CH:11]=1.C([Sn](CCCC)(CCCC)[C:31]1[S:32][CH:33]=[CH:34][CH:35]=1)CCC. The catalyst is O1CCOCC1.C1C=CC([P]([Pd]([P](C2C=CC=CC=2)(C2C=CC=CC=2)C2C=CC=CC=2)([P](C2C=CC=CC=2)(C2C=CC=CC=2)C2C=CC=CC=2)[P](C2C=CC=CC=2)(C2C=CC=CC=2)C2C=CC=CC=2)(C2C=CC=CC=2)C2C=CC=CC=2)=CC=1. The product is [Br:1][C:2]1[C:3]([O:24][CH3:25])=[C:4]([C:20]([O:22][CH3:23])=[O:21])[C:5]2[N:6]=[CH:7][C:8]([C:31]3[S:32][CH:33]=[CH:34][CH:35]=3)=[N:9][C:10]=2[CH:11]=1. The yield is 0.548.